Dataset: Full USPTO retrosynthesis dataset with 1.9M reactions from patents (1976-2016). Task: Predict the reactants needed to synthesize the given product. (1) The reactants are: C[O:2][C:3]([C:5]1[CH:10]=[N:9][C:8](Cl)=[C:7](Br)[N:6]=1)=[O:4].C([O-])([O-])=O.[Cs+].[Cs+].[CH2:19]([OH:22])[CH2:20][CH3:21].[NH:23]1[CH2:27][CH2:26][CH2:25][CH2:24]1.[OH-].[K+]. Given the product [CH2:19]([O:22][C:7]1[N:6]=[C:5]([C:3]([OH:2])=[O:4])[CH:10]=[N:9][C:8]=1[N:23]1[CH2:27][CH2:26][CH2:25][CH2:24]1)[CH2:20][CH3:21], predict the reactants needed to synthesize it. (2) The reactants are: C(OC([N:8]1[C:16]2[C:11](=[CH:12][CH:13]=[C:14]([N+:17]([O-:19])=[O:18])[CH:15]=2)[C:10](I)=[N:9]1)=O)(C)(C)C.[Cl:21][C:22]1[CH:27]=[CH:26][CH:25]=[CH:24][C:23]=1B(O)O.[O-]P([O-])([O-])=O.[K+].[K+].[K+].C1(P(C2CCCCC2)C2C=CC=CC=2C2C=CC=CC=2C)CCCCC1. Given the product [Cl:21][C:22]1[CH:27]=[CH:26][CH:25]=[CH:24][C:23]=1[C:10]1[C:11]2[C:16](=[CH:15][C:14]([N+:17]([O-:19])=[O:18])=[CH:13][CH:12]=2)[NH:8][N:9]=1, predict the reactants needed to synthesize it.